Task: Predict the reactants needed to synthesize the given product.. Dataset: Full USPTO retrosynthesis dataset with 1.9M reactions from patents (1976-2016) Given the product [C:6]([O:5][CH:3]([O:2][C:1]([O:13][CH:17]1[CH2:18][C:19](=[O:20])[NH:15][C:16]1=[O:21])=[O:24])[CH3:4])(=[O:10])[CH:7]([CH3:9])[CH3:8], predict the reactants needed to synthesize it. The reactants are: [C:1](=[O:13])(SC)[O:2][CH:3]([O:5][C:6](=[O:10])[CH:7]([CH3:9])[CH3:8])[CH3:4].O[N:15]1[C:19](=[O:20])[CH2:18][CH2:17][C:16]1=[O:21].C(OO)(=[O:24])C.C(O)(=O)C.